Dataset: Forward reaction prediction with 1.9M reactions from USPTO patents (1976-2016). Task: Predict the product of the given reaction. (1) Given the reactants [C:1]([O:5][C:6]([NH:8][C@@H:9]1[CH2:12][N:11](C(C2C=CC=CC=2)C2C=CC=CC=2)[C@H:10]1[CH2:26][CH3:27])=[O:7])([CH3:4])([CH3:3])[CH3:2].[H][H], predict the reaction product. The product is: [C:1]([O:5][C:6]([NH:8][C@@H:9]1[CH2:12][NH:11][C@H:10]1[CH2:26][CH3:27])=[O:7])([CH3:4])([CH3:3])[CH3:2]. (2) Given the reactants Cl[C:2]1[CH:7]=[C:6]([O:8][CH3:9])[N:5]=[C:4]([C:10]2[CH:11]=[N:12][C:13]([N:16]3[C:24]4[C:19](=[CH:20][CH:21]=[C:22]([C:25]([N:27]([CH2:29][CH2:30][OH:31])[CH3:28])=[O:26])[CH:23]=4)[C:18]4([CH2:33][CH2:32]4)[CH2:17]3)=[N:14][CH:15]=2)[CH:3]=1.[CH:34]1(B(O)O)[CH2:36][CH2:35]1.C([O-])([O-])=O.[K+].[K+], predict the reaction product. The product is: [CH:34]1([C:2]2[CH:7]=[C:6]([O:8][CH3:9])[N:5]=[C:4]([C:10]3[CH:15]=[N:14][C:13]([N:16]4[C:24]5[C:19](=[CH:20][CH:21]=[C:22]([C:25]([N:27]([CH2:29][CH2:30][OH:31])[CH3:28])=[O:26])[CH:23]=5)[C:18]5([CH2:33][CH2:32]5)[CH2:17]4)=[N:12][CH:11]=3)[CH:3]=2)[CH2:36][CH2:35]1.